This data is from Full USPTO retrosynthesis dataset with 1.9M reactions from patents (1976-2016). The task is: Predict the reactants needed to synthesize the given product. Given the product [C:1]1([C:7]2[C:9]([C:11]3[CH:16]=[CH:15][CH:14]=[CH:13][CH:12]=3)=[N:17][CH:24]=[CH:25][N:26]=2)[CH:6]=[CH:5][CH:4]=[CH:3][CH:2]=1, predict the reactants needed to synthesize it. The reactants are: [C:1]1([C:7]([CH:9]([C:11]2[CH:16]=[CH:15][CH:14]=[CH:13][CH:12]=2)O)=O)[CH:6]=[CH:5][CH:4]=[CH:3][CH:2]=1.[NH:17]([CH2:24][CH2:25][NH:26]C1C=CC=CC=1)C1C=CC=CC=1.